Dataset: Peptide-MHC class I binding affinity with 185,985 pairs from IEDB/IMGT. Task: Regression. Given a peptide amino acid sequence and an MHC pseudo amino acid sequence, predict their binding affinity value. This is MHC class I binding data. (1) The peptide sequence is SLKRFTHTT. The MHC is HLA-A02:02 with pseudo-sequence HLA-A02:02. The binding affinity (normalized) is 0.379. (2) The peptide sequence is YTAVVPLVF. The MHC is HLA-B57:01 with pseudo-sequence HLA-B57:01. The binding affinity (normalized) is 0.330. (3) The peptide sequence is DSCNANGCEH. The MHC is HLA-A03:01 with pseudo-sequence HLA-A03:01. The binding affinity (normalized) is 0. (4) The peptide sequence is TQQMIIKHIY. The MHC is HLA-A68:01 with pseudo-sequence HLA-A68:01. The binding affinity (normalized) is 0.165. (5) The peptide sequence is FIGYMVKNV. The MHC is HLA-A02:01 with pseudo-sequence HLA-A02:01. The binding affinity (normalized) is 0.437.